From a dataset of Forward reaction prediction with 1.9M reactions from USPTO patents (1976-2016). Predict the product of the given reaction. (1) Given the reactants [N+:1]([C:4]1[CH:5]=[C:6]([CH:9]=[CH:10][CH:11]=1)[CH:7]=O)([O-:3])=[O:2].[CH3:12][C:13]1[CH:18]=[C:17]([CH3:19])[CH:16]=[C:15]([CH3:20])[C:14]=1[CH:21]1[CH2:26][C:25](=O)[CH2:24][C:23](=[O:28])[CH2:22]1.C([O-])(=O)C.[NH4+].[CH2:34]([O:36][C:37](=[O:42])[CH2:38][C:39](=O)[CH3:40])[CH3:35].F[B-](F)(F)F.C([N+:52]1C=CN(C)C=1)CCC, predict the reaction product. The product is: [CH2:34]([O:36][C:37]([C:38]1[CH:7]([C:6]2[CH:9]=[CH:10][CH:11]=[C:4]([N+:1]([O-:3])=[O:2])[CH:5]=2)[C:24]2[C:23](=[O:28])[CH2:22][CH:21]([C:14]3[C:15]([CH3:20])=[CH:16][C:17]([CH3:19])=[CH:18][C:13]=3[CH3:12])[CH2:26][C:25]=2[NH:52][C:39]=1[CH3:40])=[O:42])[CH3:35]. (2) Given the reactants [Cl:1][C:2]1[CH:7]=[CH:6][C:5]([CH2:8][C:9]([OH:11])=O)=[C:4]([C:12]2[CH:16]=[CH:15][S:14][CH:13]=2)[CH:3]=1.S1C=CC=C1C1C=CC=CC=1CC(O)=O, predict the reaction product. The product is: [Cl:1][C:2]1[CH:3]=[C:4]2[C:5]([CH:8]=[C:9]([OH:11])[C:13]3[S:14][CH:15]=[CH:16][C:12]=32)=[CH:6][CH:7]=1. (3) Given the reactants [N+:1]([C:4]1[CH:12]=[CH:11][CH:10]=[C:9]2[C:5]=1[CH2:6][C:7](=[O:13])[CH2:8]2)([O-:3])=[O:2].[BH4-].[Na+], predict the reaction product. The product is: [N+:1]([C:4]1[C:5]2[CH2:6][CH:7]3[O:13][CH:8]3[C:9]=2[CH:10]=[CH:11][CH:12]=1)([O-:3])=[O:2].